This data is from Reaction yield outcomes from USPTO patents with 853,638 reactions. The task is: Predict the reaction yield, written as a fraction of the theoretical maximum amount of product (1.0 means a 100% yield; for example, 0.34 means a 34% yield). (1) The reactants are C([O:3][P:4]([C:7]1[CH:8]=[N:9][C:10]([NH:13][C:14](=[O:33])[C:15]2[CH:20]=[C:19]([O:21][CH2:22][CH2:23][C:24]3[CH:28]=[CH:27][S:26][CH:25]=3)[CH:18]=[C:17]([O:29][CH:30]([CH3:32])[CH3:31])[CH:16]=2)=[CH:11][CH:12]=1)([CH3:6])=[O:5])C.C[Si](N[Si](C)(C)C)(C)C.C[Si](Br)(C)C.[Si](I)(C)(C)C. The catalyst is C(Cl)Cl. The product is [CH:30]([O:29][C:17]1[CH:16]=[C:15]([CH:20]=[C:19]([O:21][CH2:22][CH2:23][C:24]2[CH:28]=[CH:27][S:26][CH:25]=2)[CH:18]=1)[C:14]([NH:13][C:10]1[N:9]=[CH:8][C:7]([P:4]([CH3:6])(=[O:3])[OH:5])=[CH:12][CH:11]=1)=[O:33])([CH3:32])[CH3:31]. The yield is 0.530. (2) The reactants are C(OC(=O)[NH:7][C@H:8]([C:10]1[N:14]([C:15]2[CH:20]=[CH:19][CH:18]=[CH:17][CH:16]=2)[C:13]2[CH:21]=[C:22]([Cl:25])[CH:23]=[CH:24][C:12]=2[N:11]=1)[CH3:9])(C)(C)C.C(O)(C(F)(F)F)=O. The catalyst is C(Cl)Cl. The product is [Cl:25][C:22]1[CH:23]=[CH:24][C:12]2[N:11]=[C:10]([C@@H:8]([NH2:7])[CH3:9])[N:14]([C:15]3[CH:16]=[CH:17][CH:18]=[CH:19][CH:20]=3)[C:13]=2[CH:21]=1. The yield is 0.910. (3) The reactants are C(O[C:9]([N:11]([CH2:13][C:14]1[C:22]2[C:17](=[CH:18][CH:19]=[CH:20][CH:21]=2)[N:16]([CH:23](C)[CH3:24])[CH:15]=1)C)=O)C1C=CC=CC=1.C(OC(N(CC1C2C(=CC=CC=2)N(CC2C=CC=CC=2)C=1)C)=O)C1C=CC=CC=1. No catalyst specified. The product is [CH2:23]([N:16]1[C:17]2[C:22](=[CH:21][CH:20]=[CH:19][CH:18]=2)[C:14]([CH2:13][NH:11][CH3:9])=[CH:15]1)[CH3:24]. The yield is 0.820. (4) The product is [CH2:14]([O:13][C:4]1[C:5]2[O:9][CH:8]([CH3:10])[CH2:7][C:6]=2[C:11]([CH3:12])=[C:2]([N:27]2[CH2:28][CH2:29][N:24]([C:21]3[CH:22]=[CH:23][C:18]([CH3:17])=[CH:19][CH:20]=3)[CH2:25][CH2:26]2)[C:3]=1[CH3:16])[CH3:15]. No catalyst specified. The yield is 0.430. The reactants are Br[C:2]1[C:3]([CH3:16])=[C:4]([O:13][CH2:14][CH3:15])[C:5]2[O:9][CH:8]([CH3:10])[CH2:7][C:6]=2[C:11]=1[CH3:12].[CH3:17][C:18]1[CH:23]=[CH:22][C:21]([N:24]2[CH2:29][CH2:28][NH:27][CH2:26][CH2:25]2)=[CH:20][CH:19]=1. (5) The reactants are [Cl:1][C:2]1[CH:18]=[CH:17][CH:16]=[CH:15][C:3]=1[N:4]([CH3:14])[C:5]1[CH:10]=[CH:9][CH:8]=[CH:7][C:6]=1[N+:11]([O-])=O. The catalyst is CO.Cl[Cu]. The product is [Cl:1][C:2]1[CH:18]=[CH:17][CH:16]=[CH:15][C:3]=1[N:4]([CH3:14])[C:5]1[C:6]([NH2:11])=[CH:7][CH:8]=[CH:9][CH:10]=1. The yield is 1.00. (6) The reactants are [CH3:1][O:2][C:3](=[O:16])[NH:4][C:5]1[O:6][C:7]2[CH:13]=[CH:12][CH:11]=[C:10]([O:14][CH3:15])[C:8]=2[N:9]=1.C([O-])(=O)C.[Na+].[I:22]Cl. The catalyst is C(O)(=O)C. The product is [CH3:1][O:2][C:3](=[O:16])[NH:4][C:5]1[O:6][C:7]2[C:13]([I:22])=[CH:12][CH:11]=[C:10]([O:14][CH3:15])[C:8]=2[N:9]=1. The yield is 0.650.